Dataset: Forward reaction prediction with 1.9M reactions from USPTO patents (1976-2016). Task: Predict the product of the given reaction. (1) Given the reactants [CH:1]([CH:4]1[CH2:8][C:7]([C:15]2[CH:20]=[CH:19][CH:18]=[CH:17][CH:16]=2)([C:9]2[CH:14]=[CH:13][CH:12]=[CH:11][CH:10]=2)[CH2:6][N:5]1C(OC(C)(C)C)=O)([CH3:3])[CH3:2].C(=O)(O)[O-].[Na+], predict the reaction product. The product is: [CH:1]([CH:4]1[CH2:8][C:7]([C:9]2[CH:14]=[CH:13][CH:12]=[CH:11][CH:10]=2)([C:15]2[CH:16]=[CH:17][CH:18]=[CH:19][CH:20]=2)[CH2:6][NH:5]1)([CH3:3])[CH3:2]. (2) Given the reactants [CH2:1]([C:3]1[N:4]([CH2:9][CH2:10][NH2:11])[CH:5]=[C:6]([I:8])[N:7]=1)[CH3:2].[F:12][C:13]([F:25])([F:24])[C:14]1[CH:23]=[CH:22][C:17]([O:18][CH2:19][CH:20]=O)=[CH:16][CH:15]=1, predict the reaction product. The product is: [CH2:1]([C:3]1[N:4]2[CH2:9][CH2:10][NH:11][CH:20]([CH2:19][O:18][C:17]3[CH:22]=[CH:23][C:14]([C:13]([F:12])([F:24])[F:25])=[CH:15][CH:16]=3)[C:5]2=[C:6]([I:8])[N:7]=1)[CH3:2]. (3) Given the reactants Cl[C:2]1[CH:7]=[C:6]([CH3:8])[N:5]=[C:4]([NH2:9])[CH:3]=1.[CH3:10][O-:11].[Na+].Cl, predict the reaction product. The product is: [CH3:10][O:11][C:2]1[CH:7]=[C:6]([CH3:8])[N:5]=[C:4]([NH2:9])[CH:3]=1. (4) Given the reactants [C:1]([C:3]1[CH:8]=[N:7][N:6]2[CH:9]=[C:10]([C:13]([OH:15])=[O:14])[C:11]([CH3:12])=[C:5]2[C:4]=1[NH:16][C:17]1[CH:22]=[CH:21][C:20]([O:23][C:24]2[CH:29]=[CH:28][CH:27]=[CH:26][C:25]=2[O:30][C:31]([C:34](=[O:39])[NH:35][CH2:36][CH2:37][OH:38])([CH3:33])[CH3:32])=[CH:19][CH:18]=1)#[N:2].CCN(C(C)C)C(C)C.[CH3:49][C:50]([Si:53](Cl)([CH3:55])[CH3:54])([CH3:52])[CH3:51].[OH-].[Na+], predict the reaction product. The product is: [C:50]([Si:53]([CH3:55])([CH3:54])[O:38][CH2:37][CH2:36][NH:35][C:34]([C:31]([CH3:33])([O:30][C:25]1[CH:26]=[CH:27][CH:28]=[CH:29][C:24]=1[O:23][C:20]1[CH:19]=[CH:18][C:17]([NH:16][C:4]2[C:5]3[N:6]([CH:9]=[C:10]([C:13]([OH:15])=[O:14])[C:11]=3[CH3:12])[N:7]=[CH:8][C:3]=2[C:1]#[N:2])=[CH:22][CH:21]=1)[CH3:32])=[O:39])([CH3:52])([CH3:51])[CH3:49]. (5) Given the reactants [OH:1][N:2]=[C:3]([NH2:10])[C:4]1[CH:9]=[CH:8][CH:7]=[N:6][CH:5]=1.[OH:11][C:12]1[CH:13]=[N:14][CH:15]=[C:16]([CH:20]=1)[C:17](O)=O.N, predict the reaction product. The product is: [N:6]1[CH:7]=[CH:8][CH:9]=[C:4]([C:3]2[N:10]=[C:17]([C:16]3[CH:20]=[C:12]([OH:11])[CH:13]=[N:14][CH:15]=3)[O:1][N:2]=2)[CH:5]=1. (6) Given the reactants Br[C:2]1[C:3]([O:23][CH3:24])=[C:4]([CH:10]([N:12]2[C:16]3=[N:17][CH:18]=[N:19][C:20]([NH2:21])=[C:15]3[C:14]([CH3:22])=[N:13]2)[CH3:11])[CH:5]=[C:6]([Cl:9])[C:7]=1[CH3:8].[CH3:25][N:26]([CH3:44])[C:27](=[O:43])[C:28]1[CH:33]=[C:32](B2OC(C)(C)C(C)(C)O2)[CH:31]=[N:30][CH:29]=1.C(=O)([O-])[O-].[Na+].[Na+].ClCCl, predict the reaction product. The product is: [NH2:21][C:20]1[N:19]=[CH:18][N:17]=[C:16]2[N:12]([CH:10]([C:4]3[C:3]([O:23][CH3:24])=[C:2]([C:32]4[CH:31]=[N:30][CH:29]=[C:28]([CH:33]=4)[C:27]([N:26]([CH3:25])[CH3:44])=[O:43])[C:7]([CH3:8])=[C:6]([Cl:9])[CH:5]=3)[CH3:11])[N:13]=[C:14]([CH3:22])[C:15]=12. (7) The product is: [CH2:1]([N:4]1[CH2:9][CH2:8][N:7]([CH2:10][CH2:11][CH2:12][O:13][C:14]2[CH:23]=[C:22]3[C:17]([C:18]([O:27][C:28]4[CH:29]=[C:30]5[C:34](=[N:35][CH:36]=4)[NH:33][CH:32]=[CH:31]5)=[N:19][CH:20]=[N:21]3)=[CH:16][C:15]=2[O:25][CH3:26])[CH2:6][CH2:5]1)[CH:2]=[CH2:3]. Given the reactants [CH2:1]([N:4]1[CH2:9][CH2:8][N:7]([CH2:10][CH2:11][CH2:12][O:13][C:14]2[CH:23]=[C:22]3[C:17]([C:18](Cl)=[N:19][CH:20]=[N:21]3)=[CH:16][C:15]=2[O:25][CH3:26])[CH2:6][CH2:5]1)[CH:2]=[CH2:3].[OH:27][C:28]1[CH:29]=[C:30]2[C:34](=[N:35][CH:36]=1)[NH:33][CH:32]=[CH:31]2.C(=O)([O-])[O-].[K+].[K+], predict the reaction product.